This data is from Full USPTO retrosynthesis dataset with 1.9M reactions from patents (1976-2016). The task is: Predict the reactants needed to synthesize the given product. Given the product [CH3:12][O:13][C:14]1[CH:20]=[C:19]([N+:21]([O-:23])=[O:22])[CH:18]=[CH:17][C:15]=1[NH:16][C:2]1[CH:7]=[CH:6][CH:5]=[CH:4][C:3]=1[CH2:8][C:9]([OH:11])=[O:10], predict the reactants needed to synthesize it. The reactants are: Br[C:2]1[CH:7]=[CH:6][CH:5]=[CH:4][C:3]=1[CH2:8][C:9]([OH:11])=[O:10].[CH3:12][O:13][C:14]1[CH:20]=[C:19]([N+:21]([O-:23])=[O:22])[CH:18]=[CH:17][C:15]=1[NH2:16].